From a dataset of Blood-brain barrier permeability regression values from the B3DB database. Regression/Classification. Given a drug SMILES string, predict its absorption, distribution, metabolism, or excretion properties. Task type varies by dataset: regression for continuous measurements (e.g., permeability, clearance, half-life) or binary classification for categorical outcomes (e.g., BBB penetration, CYP inhibition). For this dataset (b3db_regression), we predict Y. (1) The compound is CN1CC[C@]23[C@@H]4[C@H]1CC5=C2C(=C(C=C5)O)O[C@H]3[C@H](C=C4)O. The Y is -0.300 log(BB ratio). (2) The drug is C1CC(CC1C(C2=CC=CC=C2)(C(=O)NC3CCN(CC3)CC4=NC(=CC=C4)N)O)(F)F. The Y is -0.890 log(BB ratio). (3) The molecule is CC(C)C1=C(C(=CC=C1)C(C)C)O. The Y is 0.700 log(BB ratio).